Task: Predict the reaction yield, written as a fraction of the theoretical maximum amount of product (1.0 means a 100% yield; for example, 0.34 means a 34% yield).. Dataset: Reaction yield outcomes from USPTO patents with 853,638 reactions (1) The reactants are [Br:1][C:2]1[C:3]([CH3:13])=[N:4][C:5]([C:8]2[N:12]=[CH:11][NH:10][N:9]=2)=[CH:6][CH:7]=1.[O:14]1[CH:19]=[CH:18][CH2:17][CH2:16][CH2:15]1.CS(O)(=O)=O. The catalyst is O1CCCC1. The product is [Br:1][C:2]1[C:3]([CH3:13])=[N:4][C:5]([C:8]2[N:12]=[CH:11][N:10]([CH:15]3[CH2:16][CH2:17][CH2:18][CH2:19][O:14]3)[N:9]=2)=[CH:6][CH:7]=1. The yield is 0.850. (2) The reactants are CO[C:3]1[N:8]=[C:7]([NH2:9])[CH:6]=[CH:5][N:4]=1.Cl[C:11]1[N:16]=[C:15]([NH:17][C:18]2[CH:19]=[C:20]3[C:24](=[CH:25][CH:26]=2)[NH:23][C:22]([CH3:27])=[CH:21]3)[CH:14]=[CH:13][N:12]=1.CC1(C)C2C(=C(P(C3C=CC=CC=3)C3C=CC=CC=3)C=CC=2)[O:49][C:31]2C(P(C3C=CC=CC=3)C3C=CC=CC=3)=CC=CC1=2. The catalyst is CC([O-])=O.CC([O-])=O.[Pd+2]. The product is [CH3:31][O:49][C:11]1[N:16]=[C:15]([N:17]([C:18]2[CH:19]=[C:20]3[C:24](=[CH:25][CH:26]=2)[NH:23][C:22]([CH3:27])=[CH:21]3)[C:3]2[N:8]=[C:7]([NH2:9])[CH:6]=[CH:5][N:4]=2)[CH:14]=[CH:13][N:12]=1. The yield is 0.480.